From a dataset of Forward reaction prediction with 1.9M reactions from USPTO patents (1976-2016). Predict the product of the given reaction. (1) The product is: [Cl:14][C:12]1[CH:13]=[C:8]([C:6]([NH:5][CH2:4][C:3]([OH:35])=[O:2])=[O:7])[C:9]([NH:15][CH2:16][C:17]([N:19]2[CH2:24][C@H:23]([CH3:25])[N:22]([CH2:26][C:27]3[CH:32]=[CH:31][C:30]([F:33])=[CH:29][CH:28]=3)[CH2:21][C@H:20]2[CH3:34])=[O:18])=[N:10][CH:11]=1. Given the reactants C[O:2][C:3](=[O:35])[CH2:4][NH:5][C:6]([C:8]1[C:9]([NH:15][CH2:16][C:17]([N:19]2[CH2:24][C@H:23]([CH3:25])[N:22]([CH2:26][C:27]3[CH:32]=[CH:31][C:30]([F:33])=[CH:29][CH:28]=3)[CH2:21][C@H:20]2[CH3:34])=[O:18])=[N:10][CH:11]=[C:12]([Cl:14])[CH:13]=1)=[O:7].O.[OH-].[Li+], predict the reaction product. (2) Given the reactants [O:1]=[C:2]1[CH2:7][O:6][C:5]2[CH:8]=[CH:9][C:10]([CH:12]=O)=[N:11][C:4]=2[NH:3]1.[NH2:14][CH:15]1[CH2:20][CH2:19][N:18]([CH2:21][CH2:22][N:23]2[C:32]3[C:27](=[CH:28][CH:29]=[C:30]([O:33][CH3:34])[CH:31]=3)[N:26]=[CH:25][C:24]2=[O:35])[CH2:17][CH:16]1[F:36], predict the reaction product. The product is: [F:36][CH:16]1[CH:15]([NH:14][CH2:12][C:10]2[CH:9]=[CH:8][C:5]3[O:6][CH2:7][C:2](=[O:1])[NH:3][C:4]=3[N:11]=2)[CH2:20][CH2:19][N:18]([CH2:21][CH2:22][N:23]2[C:32]3[C:27](=[CH:28][CH:29]=[C:30]([O:33][CH3:34])[CH:31]=3)[N:26]=[CH:25][C:24]2=[O:35])[CH2:17]1. (3) Given the reactants [Cl:1][C:2]1[C:3]([CH:31]=O)=[C:4]([C:27]([F:30])([F:29])[F:28])[CH:5]=[C:6]2[C:11]=1[NH:10][C:9](=[O:12])[N:8]([CH2:13][C:14]1[CH:19]=[C:18]([Cl:20])[CH:17]=[CH:16][C:15]=1[S:21]([CH2:24][CH3:25])(=[O:23])=[O:22])[C:7]2=[O:26].[C:33]([O:37][C:38](=[O:46])[NH:39][CH2:40][C@H:41]1[CH2:45][CH2:44][NH:43][CH2:42]1)([CH3:36])([CH3:35])[CH3:34], predict the reaction product. The product is: [C:33]([O:37][C:38](=[O:46])[NH:39][CH2:40][C@H:41]1[CH2:45][CH2:44][N:43]([CH2:31][C:3]2[C:2]([Cl:1])=[C:11]3[C:6]([C:7](=[O:26])[N:8]([CH2:13][C:14]4[CH:19]=[C:18]([Cl:20])[CH:17]=[CH:16][C:15]=4[S:21]([CH2:24][CH3:25])(=[O:22])=[O:23])[C:9](=[O:12])[NH:10]3)=[CH:5][C:4]=2[C:27]([F:29])([F:30])[F:28])[CH2:42]1)([CH3:36])([CH3:34])[CH3:35]. (4) Given the reactants [CH2:1]([NH:8][C:9](=[O:21])[C@@H:10]([CH2:15][O:16]C(C)(C)C)[NH:11][C:12](=[O:14])[CH3:13])[C:2]1[CH:7]=[CH:6][CH:5]=[CH:4][CH:3]=1.Cl, predict the reaction product. The product is: [CH2:1]([NH:8][C:9](=[O:21])[C@@H:10]([CH2:15][OH:16])[NH:11][C:12](=[O:14])[CH3:13])[C:2]1[CH:3]=[CH:4][CH:5]=[CH:6][CH:7]=1.